This data is from Catalyst prediction with 721,799 reactions and 888 catalyst types from USPTO. The task is: Predict which catalyst facilitates the given reaction. (1) Reactant: [CH3:1][N:2]1[C:6]([CH3:7])=[C:5]([CH2:8][N:9]2[CH2:14][CH2:13][N:12]([C:15]3[C:20]([C:21]4[CH:28]=[CH:27][C:24]([CH2:25][NH2:26])=[CH:23][CH:22]=4)=[N:19][CH:18]=[CH:17][N:16]=3)[CH2:11][CH2:10]2)[CH:4]=[N:3]1.[N:29]([CH2:32][CH3:33])=[C:30]=[O:31]. Product: [CH3:1][N:2]1[C:6]([CH3:7])=[C:5]([CH2:8][N:9]2[CH2:10][CH2:11][N:12]([C:15]3[C:20]([C:21]4[CH:22]=[CH:23][C:24]([CH2:25][NH:26][C:30]([NH:29][CH2:32][CH3:33])=[O:31])=[CH:27][CH:28]=4)=[N:19][CH:18]=[CH:17][N:16]=3)[CH2:13][CH2:14]2)[CH:4]=[N:3]1. The catalyst class is: 453. (2) Reactant: O1CCCCC1[O:7][C:8]1[CH:13]=[CH:12][C:11]([C:14]2[N:25]3[C:21](=[CH:22][CH:23]=[N:24]3)[N:20]=[C:19]3[C:15]=2COC3)=[CH:10][CH:9]=1.[C:26]1(C)[CH:31]=CC(S(O)(=O)=O)=[CH:28][CH:27]=1. Product: [N:24]1[N:25]2[C:21]([N:20]=[C:19]3[C:15](=[C:14]2[C:11]2[CH:10]=[CH:9][C:8]([OH:7])=[CH:13][CH:12]=2)[CH2:28][CH2:27][CH2:26][CH2:31]3)=[CH:22][CH:23]=1. The catalyst class is: 5. (3) Reactant: [NH2:1][C:2]1[C:3]2[C:10]([C:11]3[CH:16]=[CH:15][CH:14]=[CH:13][CH:12]=3)=[CH:9][O:8][C:4]=2[N:5]=[CH:6][N:7]=1.[Br:17]N1C(=O)CCC1=O.C([O-])(=O)C.[K+]. Product: [Br:17][C:9]1[O:8][C:4]2[N:5]=[CH:6][N:7]=[C:2]([NH2:1])[C:3]=2[C:10]=1[C:11]1[CH:16]=[CH:15][CH:14]=[CH:13][CH:12]=1. The catalyst class is: 9. (4) Product: [CH3:18][S:19]([O:14][C:12]1[CH:11]=[CH:10][C:9]([N+:15]([O-:17])=[O:16])=[C:8]([NH:7][CH:1]2[CH2:2][CH2:3][CH2:4][CH2:5][CH2:6]2)[N:13]=1)(=[O:21])=[O:20]. The catalyst class is: 2. Reactant: [CH:1]1([NH:7][C:8]2[N:13]=[C:12]([OH:14])[CH:11]=[CH:10][C:9]=2[N+:15]([O-:17])=[O:16])[CH2:6][CH2:5][CH2:4][CH2:3][CH2:2]1.[CH3:18][S:19](Cl)(=[O:21])=[O:20].C(N(CC)CC)C.Cl.